Dataset: NCI-60 drug combinations with 297,098 pairs across 59 cell lines. Task: Regression. Given two drug SMILES strings and cell line genomic features, predict the synergy score measuring deviation from expected non-interaction effect. (1) Drug 1: CCCS(=O)(=O)NC1=C(C(=C(C=C1)F)C(=O)C2=CNC3=C2C=C(C=N3)C4=CC=C(C=C4)Cl)F. Drug 2: CC1=C2C(C(=O)C3(C(CC4C(C3C(C(C2(C)C)(CC1OC(=O)C(C(C5=CC=CC=C5)NC(=O)OC(C)(C)C)O)O)OC(=O)C6=CC=CC=C6)(CO4)OC(=O)C)OC)C)OC. Cell line: OVCAR-8. Synergy scores: CSS=67.8, Synergy_ZIP=13.5, Synergy_Bliss=12.8, Synergy_Loewe=-15.4, Synergy_HSA=11.9. (2) Drug 1: CNC(=O)C1=CC=CC=C1SC2=CC3=C(C=C2)C(=NN3)C=CC4=CC=CC=N4. Drug 2: C1=NC(=NC(=O)N1C2C(C(C(O2)CO)O)O)N. Cell line: OVCAR-8. Synergy scores: CSS=8.66, Synergy_ZIP=1.51, Synergy_Bliss=5.81, Synergy_Loewe=1.24, Synergy_HSA=4.37. (3) Drug 1: C1CC(=O)NC(=O)C1N2C(=O)C3=CC=CC=C3C2=O. Drug 2: CC1C(C(CC(O1)OC2CC(CC3=C2C(=C4C(=C3O)C(=O)C5=CC=CC=C5C4=O)O)(C(=O)C)O)N)O. Cell line: SK-MEL-28. Synergy scores: CSS=47.5, Synergy_ZIP=-4.04, Synergy_Bliss=-1.34, Synergy_Loewe=-53.7, Synergy_HSA=-1.51. (4) Drug 1: C1=CC=C(C(=C1)C(C2=CC=C(C=C2)Cl)C(Cl)Cl)Cl. Drug 2: CN(CCCl)CCCl.Cl. Cell line: RXF 393. Synergy scores: CSS=7.13, Synergy_ZIP=-3.28, Synergy_Bliss=-3.36, Synergy_Loewe=-11.1, Synergy_HSA=-3.87. (5) Drug 1: CC1=CC=C(C=C1)C2=CC(=NN2C3=CC=C(C=C3)S(=O)(=O)N)C(F)(F)F. Drug 2: CC1C(C(CC(O1)OC2CC(OC(C2O)C)OC3=CC4=CC5=C(C(=O)C(C(C5)C(C(=O)C(C(C)O)O)OC)OC6CC(C(C(O6)C)O)OC7CC(C(C(O7)C)O)OC8CC(C(C(O8)C)O)(C)O)C(=C4C(=C3C)O)O)O)O. Cell line: SF-539. Synergy scores: CSS=59.1, Synergy_ZIP=13.0, Synergy_Bliss=15.4, Synergy_Loewe=-7.85, Synergy_HSA=9.59.